From a dataset of Catalyst prediction with 721,799 reactions and 888 catalyst types from USPTO. Predict which catalyst facilitates the given reaction. (1) Reactant: [Cl:1][C:2]1[C:3]([C:24]2[CH:29]=[C:28]([F:30])[CH:27]=[CH:26][C:25]=2[O:31][CH3:32])=[CH:4][C:5]([NH:8][C:9]([C@@H:11]2[CH2:16][CH2:15][CH2:14][N:13](C(OC(C)(C)C)=O)[CH2:12]2)=[O:10])=[N:6][CH:7]=1.Cl. Product: [Cl:1][C:2]1[C:3]([C:24]2[CH:29]=[C:28]([F:30])[CH:27]=[CH:26][C:25]=2[O:31][CH3:32])=[CH:4][C:5]([NH:8][C:9]([C@@H:11]2[CH2:16][CH2:15][CH2:14][NH:13][CH2:12]2)=[O:10])=[N:6][CH:7]=1. The catalyst class is: 71. (2) Reactant: Cl[C:2]1[N:7]=[N:6][C:5]([C:8]([NH2:10])=[O:9])=[C:4]([NH:11][C:12]2[CH:17]=[CH:16][CH:15]=[C:14]([O:18][CH:19]([CH3:21])[CH3:20])[N:13]=2)[CH:3]=1.[CH2:22]([NH2:25])[CH2:23][NH2:24].[NH4+].[OH-]. Product: [NH2:24][CH2:23][CH2:22][NH:25][C:2]1[N:7]=[N:6][C:5]([C:8]([NH2:10])=[O:9])=[C:4]([NH:11][C:12]2[CH:17]=[CH:16][CH:15]=[C:14]([O:18][CH:19]([CH3:21])[CH3:20])[N:13]=2)[CH:3]=1. The catalyst class is: 37.